Dataset: Full USPTO retrosynthesis dataset with 1.9M reactions from patents (1976-2016). Task: Predict the reactants needed to synthesize the given product. (1) Given the product [CH3:1][O:2][C:3](=[O:26])/[C:4](/[C:8]1[CH:13]=[CH:12][CH:11]=[CH:10][C:9]=1[CH2:14][O:15][C:16]1[CH:21]=[CH:20][C:19]([NH2:22])=[CH:18][C:17]=1[F:25])=[CH:5]/[O:6][CH3:7], predict the reactants needed to synthesize it. The reactants are: [CH3:1][O:2][C:3](=[O:26])/[C:4](/[C:8]1[CH:13]=[CH:12][CH:11]=[CH:10][C:9]=1[CH2:14][O:15][C:16]1[CH:21]=[CH:20][C:19]([N+:22]([O-])=O)=[CH:18][C:17]=1[F:25])=[CH:5]/[O:6][CH3:7].[H][H]. (2) Given the product [CH2:10]([Sn:5]([CH2:1][CH2:2][CH2:3][CH3:4])([CH2:6][CH2:7][CH2:8][CH3:9])/[C:16](=[CH:17]\[CH3:18])/[CH:15]([OH:19])[CH3:14])[CH2:11][CH2:12][CH3:13], predict the reactants needed to synthesize it. The reactants are: [CH2:1]([SnH:5]([CH2:10][CH2:11][CH2:12][CH3:13])[CH2:6][CH2:7][CH2:8][CH3:9])[CH2:2][CH2:3][CH3:4].[CH3:14][CH:15]([OH:19])[C:16]#[C:17][CH3:18]. (3) Given the product [Cl:1][C:2]1[N:3]=[C:4]([N:11]([CH3:12])[CH3:10])[CH:5]=[CH:6][C:7]=1[CH3:8].[Cl:9][C:4]1[N:3]=[C:2]([N:11]([CH3:12])[CH3:10])[C:7]([CH3:8])=[CH:6][CH:5]=1, predict the reactants needed to synthesize it. The reactants are: [Cl:1][C:2]1[C:7]([CH3:8])=[CH:6][CH:5]=[C:4]([Cl:9])[N:3]=1.[CH3:10][NH:11][CH3:12]. (4) Given the product [Cl:12][C:13]1[C:14]([O:22][CH2:23][C:24]2[CH:29]=[CH:28][C:27]([Cl:30])=[C:26]([Cl:31])[CH:25]=2)=[CH:15][C:16]2[O:1][N:2]=[C:3]([NH2:33])[C:4]=2[CH:20]=1, predict the reactants needed to synthesize it. The reactants are: [OH:1][NH:2][C:3](=O)[CH3:4].CC(C)([O-])C.[K+].[Cl:12][C:13]1[C:14]([O:22][CH2:23][C:24]2[CH:29]=[CH:28][C:27]([Cl:30])=[C:26]([Cl:31])[CH:25]=2)=[CH:15][C:16](F)=C([CH:20]=1)C#N.C[N:33](C=O)C. (5) Given the product [CH2:6]([N:13]1[C:21]2[C:16](=[CH:17][CH:18]=[CH:19][CH:20]=2)[C:15]([C@H:3]([CH3:4])[CH2:2][CH:1]=[O:5])=[CH:14]1)[C:7]1[CH:12]=[CH:11][CH:10]=[CH:9][CH:8]=1, predict the reactants needed to synthesize it. The reactants are: [CH:1](=[O:5])/[CH:2]=[CH:3]/[CH3:4].[CH2:6]([N:13]1[C:21]2[C:16](=[CH:17][CH:18]=[CH:19][CH:20]=2)[CH:15]=[CH:14]1)[C:7]1[CH:12]=[CH:11][CH:10]=[CH:9][CH:8]=1.[N+](C1C=C([N+]([O-])=O)C=CC=1C(O)=O)([O-])=O.C([C@@H]1N[C@H](C(C)(C)C)N(C)C1=O)C1C=CC=CC=1.